This data is from Reaction yield outcomes from USPTO patents with 853,638 reactions. The task is: Predict the reaction yield, written as a fraction of the theoretical maximum amount of product (1.0 means a 100% yield; for example, 0.34 means a 34% yield). The reactants are [CH3:1][CH:2]1[NH:8][CH2:7][C:6]2[CH:9]=[CH:10][C:11]([N:13]3[CH2:18][CH2:17][N:16]([C:19]([O:21][C:22]([CH3:25])([CH3:24])[CH3:23])=[O:20])[CH2:15][CH2:14]3)=[N:12][C:5]=2[O:4][CH2:3]1.C=O.[BH-](OC(C)=O)(OC(C)=O)O[C:30](C)=O.[Na+].O. The catalyst is C(O)(=O)C.C(Cl)Cl. The product is [CH3:1][CH:2]1[N:8]([CH3:30])[CH2:7][C:6]2[CH:9]=[CH:10][C:11]([N:13]3[CH2:18][CH2:17][N:16]([C:19]([O:21][C:22]([CH3:24])([CH3:23])[CH3:25])=[O:20])[CH2:15][CH2:14]3)=[N:12][C:5]=2[O:4][CH2:3]1. The yield is 0.390.